From a dataset of Peptide-MHC class I binding affinity with 185,985 pairs from IEDB/IMGT. Regression. Given a peptide amino acid sequence and an MHC pseudo amino acid sequence, predict their binding affinity value. This is MHC class I binding data. The peptide sequence is MHYKLDEVL. The MHC is HLA-B15:01 with pseudo-sequence HLA-B15:01. The binding affinity (normalized) is 0.0847.